This data is from Catalyst prediction with 721,799 reactions and 888 catalyst types from USPTO. The task is: Predict which catalyst facilitates the given reaction. (1) Reactant: [CH3:1][C:2]1[C:9]([CH3:10])=[C:8]([O:11][CH3:12])[CH:7]=[CH:6][C:3]=1[CH:4]=[O:5].P([O-])(O)(O)=[O:14].[Na+].Cl([O-])=O.[Na+]. Product: [CH3:12][O:11][C:8]1[CH:7]=[CH:6][C:3]([C:4]([OH:14])=[O:5])=[C:2]([CH3:1])[C:9]=1[CH3:10]. The catalyst class is: 58. (2) Reactant: [F:1][C@H:2]([CH2:16]OS(C1C=CC(C)=CC=1)(=O)=O)[CH2:3][N:4]1[CH:8]=[C:7]([C:9]([O:11][C:12]([CH3:15])([CH3:14])[CH3:13])=[O:10])[N:6]=[N:5]1.[Na+].[I-:29]. Product: [F:1][C@H:2]([CH2:16][I:29])[CH2:3][N:4]1[CH:8]=[C:7]([C:9]([O:11][C:12]([CH3:15])([CH3:14])[CH3:13])=[O:10])[N:6]=[N:5]1. The catalyst class is: 21. (3) Reactant: ClC(OCC(C)C)=O.[C:9]([O:13][C:14]([NH:16][C@@H:17]([CH2:21][CH2:22][CH2:23][CH2:24][NH:25][C:26]([O:28][C:29]([CH3:32])([CH3:31])[CH3:30])=[O:27])[C:18]([OH:20])=O)=[O:15])([CH3:12])([CH3:11])[CH3:10].CCN(C(C)C)C(C)C.[NH2:42][CH2:43][C:44](=[C:46]1[CH2:51][CH2:50][CH2:49][N:48]([C:52]2[C:61]([O:62][CH3:63])=[C:60]3[C:55]([C:56](=[O:70])[C:57]([C:67]([OH:69])=[O:68])=[CH:58][N:59]3[CH:64]3[CH2:66][CH2:65]3)=[CH:54][C:53]=2[F:71])[CH2:47]1)[F:45]. Product: [C:9]([O:13][C:14]([NH:16][C@@H:17]([CH2:21][CH2:22][CH2:23][CH2:24][NH:25][C:26]([O:28][C:29]([CH3:32])([CH3:31])[CH3:30])=[O:27])[C:18]([NH:42][CH2:43][C:44](=[C:46]1[CH2:51][CH2:50][CH2:49][N:48]([C:52]2[C:61]([O:62][CH3:63])=[C:60]3[C:55]([C:56](=[O:70])[C:57]([C:67]([OH:69])=[O:68])=[CH:58][N:59]3[CH:64]3[CH2:66][CH2:65]3)=[CH:54][C:53]=2[F:71])[CH2:47]1)[F:45])=[O:20])=[O:15])([CH3:10])([CH3:11])[CH3:12]. The catalyst class is: 674. (4) Reactant: [CH2:1]([O:3][C:4](=[O:41])[C:5]([CH2:26][CH2:27][CH2:28][CH2:29][C:30]([CH3:40])([CH3:39])[CH2:31][O:32]C1CCCCO1)([CH2:11][CH2:12][CH2:13][CH2:14][C:15]([CH3:25])([CH3:24])[CH2:16][O:17]C1CCCCO1)[C:6]([O:8][CH2:9][CH3:10])=[O:7])[CH3:2].C(O)C. Product: [CH2:9]([O:8][C:6](=[O:7])[C:5]([CH2:26][CH2:27][CH2:28][CH2:29][C:30]([CH3:39])([CH3:40])[CH2:31][OH:32])([CH2:11][CH2:12][CH2:13][CH2:14][C:15]([CH3:24])([CH3:25])[CH2:16][OH:17])[C:4]([O:3][CH2:1][CH3:2])=[O:41])[CH3:10]. The catalyst class is: 126. (5) Reactant: Br[CH:2]1[CH2:11][CH2:10][C:9]2[C:4](=[CH:5][C:6]([O:14][CH3:15])=[C:7]([O:12][CH3:13])[CH:8]=2)[C:3]1=O.[NH2:17][NH:18][C:19]([NH2:21])=[S:20]. Product: [CH3:13][O:12][C:7]1[CH:8]=[C:9]2[C:4](=[CH:5][C:6]=1[O:14][CH3:15])[C:3]1[N:21]=[C:19]([NH:18][NH2:17])[S:20][C:2]=1[CH2:11][CH2:10]2. The catalyst class is: 12. (6) Reactant: Cl.[F:2][C:3]([F:13])([F:12])[C:4]1[C:5]([CH2:10]O)=[N:6][CH:7]=[CH:8][CH:9]=1.S(Cl)(Cl)=O.[NH:18]1[C:26]2[C:21](=[CH:22][CH:23]=[CH:24][CH:25]=2)[C:20]2([C:30]3[CH:31]=[CH:32][C:33]4[O:34][CH2:35][CH2:36][O:37][C:38]=4[C:29]=3[O:28][CH2:27]2)[C:19]1=[O:39].C(=O)([O-])[O-].[Cs+].[Cs+].[I-].[K+]. Product: [F:2][C:3]([F:13])([F:12])[C:4]1[C:5]([CH2:10][N:18]2[C:26]3[C:21](=[CH:22][CH:23]=[CH:24][CH:25]=3)[C:20]3([C:30]4[CH:31]=[CH:32][C:33]5[O:34][CH2:35][CH2:36][O:37][C:38]=5[C:29]=4[O:28][CH2:27]3)[C:19]2=[O:39])=[N:6][CH:7]=[CH:8][CH:9]=1. The catalyst class is: 120.